From a dataset of Forward reaction prediction with 1.9M reactions from USPTO patents (1976-2016). Predict the product of the given reaction. (1) Given the reactants [CH2:1]([NH:5][CH:6]1[CH2:9][N:8]([C:10]2[S:11][C:12]([C:16]([O:18][CH2:19][CH3:20])=[O:17])=[C:13]([CH3:15])[N:14]=2)[CH2:7]1)[CH2:2][CH2:3][CH3:4].[Cl:21][C:22]1[N:23]=[C:24]([C:29](O)=[O:30])[NH:25][C:26]=1[CH2:27][CH3:28].CCN=C=NCCCN(C)C.Cl.ON1C2C=CC=CC=2N=N1.CN1CCOCC1, predict the reaction product. The product is: [CH2:1]([N:5]([C:29]([C:24]1[NH:25][C:26]([CH2:27][CH3:28])=[C:22]([Cl:21])[N:23]=1)=[O:30])[CH:6]1[CH2:9][N:8]([C:10]2[S:11][C:12]([C:16]([O:18][CH2:19][CH3:20])=[O:17])=[C:13]([CH3:15])[N:14]=2)[CH2:7]1)[CH2:2][CH2:3][CH3:4]. (2) Given the reactants [C:1]([CH:3]=[C:4]1[CH2:7][N:6]([C@H:8]2[CH2:13][CH2:12][N:11](C(OC(C)(C)C)=O)[CH2:10][C@H:9]2[F:21])[CH2:5]1)#[N:2].[NH:22]1[CH:26]=[C:25]([C:27]2[C:28]3[CH:35]=[CH:34][N:33]([CH2:36][O:37][CH2:38][CH2:39][Si:40]([CH3:43])([CH3:42])[CH3:41])[C:29]=3[N:30]=[CH:31][N:32]=2)[CH:24]=[N:23]1.N12CCCN=C1CCCCC2, predict the reaction product. The product is: [F:21][C@H:9]1[C@@H:8]([N:6]2[CH2:5][C:4]([CH2:3][C:1]#[N:2])([N:22]3[CH:26]=[C:25]([C:27]4[C:28]5[CH:35]=[CH:34][N:33]([CH2:36][O:37][CH2:38][CH2:39][Si:40]([CH3:43])([CH3:42])[CH3:41])[C:29]=5[N:30]=[CH:31][N:32]=4)[CH:24]=[N:23]3)[CH2:7]2)[CH2:13][CH2:12][NH:11][CH2:10]1.